From a dataset of M1 muscarinic receptor antagonist screen with 61,756 compounds. Binary Classification. Given a drug SMILES string, predict its activity (active/inactive) in a high-throughput screening assay against a specified biological target. (1) The compound is O=C(N)CN\1CCCC1=N\c1ccc(OC)cc1. The result is 0 (inactive). (2) The molecule is Oc1c2c(n(c(=O)c1C(=O)Nc1ncccc1C)C)cccc2. The result is 0 (inactive). (3) The molecule is s1c(C(c2sc(cc2)C(=O)C)(C)C)ccc1C(=O)C. The result is 1 (active). (4) The molecule is Clc1ccc(SCC(=O)NCCCOC)cc1. The result is 0 (inactive).